Dataset: Reaction yield outcomes from USPTO patents with 853,638 reactions. Task: Predict the reaction yield, written as a fraction of the theoretical maximum amount of product (1.0 means a 100% yield; for example, 0.34 means a 34% yield). (1) The reactants are [O:1]1[CH:5]=[CH:4][CH:3]=[C:2]1[CH2:6][NH:7][CH2:8][C:9]1[CH:14]=[CH:13][C:12]([CH2:15][C:16]([CH3:25])([CH3:24])[C:17]([O:19][C:20]([CH3:23])([CH3:22])[CH3:21])=[O:18])=[CH:11][CH:10]=1.C(N(CC)CC)C.Br[CH2:34][C:35]([O:37][CH2:38][CH3:39])=[O:36]. The catalyst is [I-].C([N+](CCCC)(CCCC)CCCC)CCC.C1COCC1. The product is [CH2:38]([O:37][C:35](=[O:36])[CH2:34][N:7]([CH2:8][C:9]1[CH:14]=[CH:13][C:12]([CH2:15][C:16]([CH3:25])([CH3:24])[C:17]([O:19][C:20]([CH3:23])([CH3:22])[CH3:21])=[O:18])=[CH:11][CH:10]=1)[CH2:6][C:2]1[O:1][CH:5]=[CH:4][CH:3]=1)[CH3:39]. The yield is 0.940. (2) The reactants are Br[C:2]1[N:9]=[CH:8][CH:7]=[C:6]([Cl:10])[C:3]=1[CH:4]=[O:5].[CH3:11][C:12]1([CH3:25])[CH2:23][C:22]2[CH:21]=[C:20]3[N:15]([CH2:16][CH2:17][NH:18][C:19]3=[O:24])[C:14]=2[CH2:13]1.CC1(C)C2C(=C(P(C3C=CC=CC=3)C3C=CC=CC=3)C=CC=2)OC2C(P(C3C=CC=CC=3)C3C=CC=CC=3)=CC=CC1=2.C([O-])([O-])=O.[Cs+].[Cs+]. The catalyst is C1C=CC(/C=C/C(/C=C/C2C=CC=CC=2)=O)=CC=1.C1C=CC(/C=C/C(/C=C/C2C=CC=CC=2)=O)=CC=1.C1C=CC(/C=C/C(/C=C/C2C=CC=CC=2)=O)=CC=1.[Pd].[Pd].O1CCOCC1. The product is [Cl:10][C:6]1[CH:7]=[CH:8][N:9]=[C:2]([N:18]2[CH2:17][CH2:16][N:15]3[C:20](=[CH:21][C:22]4[CH2:23][C:12]([CH3:11])([CH3:25])[CH2:13][C:14]=43)[C:19]2=[O:24])[C:3]=1[CH:4]=[O:5]. The yield is 0.317. (3) The reactants are [CH3:1][O:2][C:3]1[CH:8]=[CH:7][C:6]([N:9]2[C:13]([C:14]3[CH:15]=[CH:16][C:17]([O:20][CH3:21])=[N:18][CH:19]=3)=[CH:12][C:11]([CH:22]3[CH2:27][CH2:26][NH:25][CH2:24][CH2:23]3)=[N:10]2)=[CH:5][CH:4]=1.ClC(Cl)(O[C:32](=[O:38])OC(Cl)(Cl)Cl)Cl.C(N(CC)CC)C.Cl.[CH3:48][NH:49][OH:50]. The catalyst is O1CCCC1. The product is [CH3:1][O:2][C:3]1[CH:4]=[CH:5][C:6]([N:9]2[C:13]([C:14]3[CH:15]=[CH:16][C:17]([O:20][CH3:21])=[N:18][CH:19]=3)=[CH:12][C:11]([CH:22]3[CH2:27][CH2:26][N:25]([C:32](=[O:38])[N:49]([OH:50])[CH3:48])[CH2:24][CH2:23]3)=[N:10]2)=[CH:7][CH:8]=1. The yield is 0.430. (4) The reactants are [C:1]([C:4]1[C:22](=[O:23])[C@@:8]2([CH3:24])[C:9]3[C:15]([OH:16])=[CH:14][C:13]([O:17][CH3:18])=[C:12]([C:19]([NH2:21])=[O:20])[C:10]=3[O:11][C:7]2=[CH:6][C:5]=1[OH:25])(=[O:3])[CH3:2].[F:26][C:27]1[CH:34]=[CH:33][C:32]([N+:35]([O-:37])=[O:36])=[CH:31][C:28]=1[CH:29]=O.C([SiH](CC)CC)C.FC(F)(F)C(O)=O. The catalyst is C1(C)C=CC=CC=1. The product is [C:1]([C:4]1[C:22](=[O:23])[C@@:8]2([CH3:24])[C:9]3[C:15]([OH:16])=[CH:14][C:13]([O:17][CH3:18])=[C:12]([C:19]([NH:21][CH2:29][C:28]4[CH:31]=[C:32]([N+:35]([O-:37])=[O:36])[CH:33]=[CH:34][C:27]=4[F:26])=[O:20])[C:10]=3[O:11][C:7]2=[CH:6][C:5]=1[OH:25])(=[O:3])[CH3:2]. The yield is 0.190.